Dataset: Forward reaction prediction with 1.9M reactions from USPTO patents (1976-2016). Task: Predict the product of the given reaction. (1) Given the reactants C(O[CH:4](OCC)[CH2:5][C:6]#[N:7])C.[NH2:11][C:12]1[CH:19]=[C:18]([Br:20])[CH:17]=[CH:16][C:13]=1[CH:14]=O.O.C1(C)C=CC(S(O)(=O)=O)=CC=1, predict the reaction product. The product is: [Br:20][C:18]1[CH:19]=[C:12]2[C:13]([CH:14]=[C:5]([C:6]#[N:7])[CH:4]=[N:11]2)=[CH:16][CH:17]=1. (2) Given the reactants [CH3:1][O:2][C:3](=[O:21])[C:4]1[CH:9]=[CH:8][C:7]([C:10](=[O:20])[CH2:11][C:12]2[CH:17]=[CH:16][C:15](SC)=[CH:14][CH:13]=2)=[CH:6][CH:5]=1.O[O:23][S:24]([O-:26])=O.[K+].[CH3:28]O, predict the reaction product. The product is: [CH3:1][O:2][C:3](=[O:21])[C:4]1[CH:5]=[CH:6][C:7]([C:10](=[O:20])[CH2:11][C:12]2[CH:17]=[CH:16][C:15]([S:24]([CH3:28])(=[O:26])=[O:23])=[CH:14][CH:13]=2)=[CH:8][CH:9]=1. (3) Given the reactants Br[C:2]1[C:10]2[N:9]3[CH2:11][CH2:12][NH:13][C:14](=[O:15])[C:8]3=[C:7]([CH3:16])[C:6]=2[CH:5]=[C:4]([C:17]#[N:18])[CH:3]=1.[N+:19]([C:22]1[CH:27]=[CH:26][C:25](B(O)O)=[CH:24][CH:23]=1)([O-:21])=[O:20], predict the reaction product. The product is: [CH3:16][C:7]1[C:6]2[CH:5]=[C:4]([C:17]#[N:18])[CH:3]=[C:2]([C:25]3[CH:26]=[CH:27][C:22]([N+:19]([O-:21])=[O:20])=[CH:23][CH:24]=3)[C:10]=2[N:9]2[CH2:11][CH2:12][NH:13][C:14](=[O:15])[C:8]=12. (4) Given the reactants C([O:3][C:4]([C:6]1[NH:7][C:8]2[C:13]([CH:14]=1)=[C:12](Br)[CH:11]=[CH:10][CH:9]=2)=[O:5])C.[C:16]1(B(O)O)[CH:21]=[CH:20][CH:19]=[CH:18][CH:17]=1.[F:25][C:26]([F:36])([F:35])[C:27]1[CH:28]=[C:29]([CH:32]=[CH:33][CH:34]=1)[CH2:30]Br.[C:37]([C:40]1[CH:41]=[C:42](B(O)O)[CH:43]=[CH:44][CH:45]=1)([OH:39])=[O:38], predict the reaction product. The product is: [C:37]([C:40]1[CH:41]=[C:42]([C:14]2[C:13]3[C:8](=[CH:9][CH:10]=[CH:11][C:12]=3[C:16]3[CH:21]=[CH:20][CH:19]=[CH:18][CH:17]=3)[N:7]([CH2:30][C:29]3[CH:32]=[CH:33][CH:34]=[C:27]([C:26]([F:36])([F:35])[F:25])[CH:28]=3)[C:6]=2[C:4]([OH:3])=[O:5])[CH:43]=[CH:44][CH:45]=1)([OH:39])=[O:38]. (5) Given the reactants C[O:2][C:3]1[CH:8]=[CH:7][CH:6]=[CH:5][C:4]=1[CH2:9][C:10]([NH:12][C:13]1[CH:18]=[CH:17][C:16]([N:19]2[C:25](=[O:26])[CH2:24][C:23](=[O:27])[NH:22][C:21]3[C:28]4[C:33]([CH:34]=[CH:35][C:20]2=3)=[CH:32][CH:31]=[CH:30][CH:29]=4)=[CH:15][CH:14]=1)=[O:11].B(Br)(Br)Br, predict the reaction product. The product is: [OH:2][C:3]1[CH:8]=[CH:7][CH:6]=[CH:5][C:4]=1[CH2:9][C:10]([NH:12][C:13]1[CH:14]=[CH:15][C:16]([N:19]2[C:25](=[O:26])[CH2:24][C:23](=[O:27])[NH:22][C:21]3[C:28]4[C:33]([CH:34]=[CH:35][C:20]2=3)=[CH:32][CH:31]=[CH:30][CH:29]=4)=[CH:17][CH:18]=1)=[O:11]. (6) Given the reactants [C:1](=[O:4])([O-])[O-:2].[Na+].[Na+].[Cl:7][C:8]1[CH:9]=[C:10]2[C:15](=[C:16]([O:18][CH:19]([F:21])[F:20])[CH:17]=1)[S:14][CH2:13][CH2:12][C@:11]2([OH:24])CO, predict the reaction product. The product is: [Cl:7][C:8]1[CH:9]=[C:10]2[C:15](=[C:16]([O:18][CH:19]([F:20])[F:21])[CH:17]=1)[S:14][CH2:13][CH2:12][C@@:11]2([C:1]([OH:2])=[O:4])[OH:24].